Dataset: Full USPTO retrosynthesis dataset with 1.9M reactions from patents (1976-2016). Task: Predict the reactants needed to synthesize the given product. (1) The reactants are: C1(=O)O[C@H]([C@@H](CO)O)[C@H](O)[C@H]1O.Br[C@H:14]1[C@@H:19]([OH:20])[C@@H:18]([C@@H:21]([CH2:23][Br:24])[OH:22])[O:17][C:15]1=[O:16].NN.BrBr. Given the product [Br:24][CH2:23][C@@H:21]([OH:22])[C@H:18]1[O:17][C:15](=[O:16])[CH2:14][C@H:19]1[OH:20], predict the reactants needed to synthesize it. (2) Given the product [CH3:36][S:37]([O:1][C:2]1[CH:3]=[CH:4][C:5]([O:6][CH2:7][CH2:8][C:9]2[CH:10]=[C:11]([CH:24]=[CH:25][CH:26]=2)[O:12][CH2:13][C:14]2[CH:23]=[CH:22][CH:21]=[CH:20][C:15]=2[C:16]([O:18][CH3:19])=[O:17])=[CH:27][CH:28]=1)(=[O:39])=[O:38], predict the reactants needed to synthesize it. The reactants are: [OH:1][C:2]1[CH:28]=[CH:27][C:5]([O:6][CH2:7][CH2:8][C:9]2[CH:10]=[C:11]([CH:24]=[CH:25][CH:26]=2)[O:12][CH2:13][C:14]2[CH:23]=[CH:22][CH:21]=[CH:20][C:15]=2[C:16]([O:18][CH3:19])=[O:17])=[CH:4][CH:3]=1.C(N(CC)CC)C.[CH3:36][S:37](Cl)(=[O:39])=[O:38].